From a dataset of NCI-60 drug combinations with 297,098 pairs across 59 cell lines. Regression. Given two drug SMILES strings and cell line genomic features, predict the synergy score measuring deviation from expected non-interaction effect. (1) Drug 1: C1=CC=C(C=C1)NC(=O)CCCCCCC(=O)NO. Drug 2: CCC1(CC2CC(C3=C(CCN(C2)C1)C4=CC=CC=C4N3)(C5=C(C=C6C(=C5)C78CCN9C7C(C=CC9)(C(C(C8N6C)(C(=O)OC)O)OC(=O)C)CC)OC)C(=O)OC)O.OS(=O)(=O)O. Cell line: HCC-2998. Synergy scores: CSS=2.42, Synergy_ZIP=8.23, Synergy_Bliss=13.4, Synergy_Loewe=5.61, Synergy_HSA=7.31. (2) Drug 1: CC1=CC=C(C=C1)C2=CC(=NN2C3=CC=C(C=C3)S(=O)(=O)N)C(F)(F)F. Drug 2: C1CCC(C(C1)N)N.C(=O)(C(=O)[O-])[O-].[Pt+4]. Cell line: SK-MEL-2. Synergy scores: CSS=19.2, Synergy_ZIP=2.31, Synergy_Bliss=4.12, Synergy_Loewe=-6.05, Synergy_HSA=0.313.